Dataset: Forward reaction prediction with 1.9M reactions from USPTO patents (1976-2016). Task: Predict the product of the given reaction. (1) Given the reactants [F:1][C@@H:2]1[C@H:7]([NH:8][C@@H](C2C=CC=CC=2)C)[CH2:6][CH2:5][C@@H:4]([C:17]([NH2:19])=[O:18])[CH2:3]1, predict the reaction product. The product is: [NH2:8][C@@H:7]1[CH2:6][CH2:5][C@@H:4]([C:17]([NH2:19])=[O:18])[CH2:3][C@@H:2]1[F:1]. (2) Given the reactants [CH2:1]([C:3]1[CH:4]=[C:5]([CH:8]=[CH:9][C:10]=1[N:11]([CH3:22])[C:12]1[N:17]=[CH:16][C:15]2[N:18]=[CH:19][N:20]([CH3:21])[C:14]=2[CH:13]=1)[C:6]#[N:7])[CH3:2].[C:23](O[C:23]([O:25][C:26]([CH3:29])([CH3:28])[CH3:27])=[O:24])([O:25][C:26]([CH3:29])([CH3:28])[CH3:27])=[O:24].[BH4-].[Na+], predict the reaction product. The product is: [CH2:1]([C:3]1[CH:4]=[C:5]([CH:8]=[CH:9][C:10]=1[N:11]([CH3:22])[C:12]1[N:17]=[CH:16][C:15]2[N:18]=[CH:19][N:20]([CH3:21])[C:14]=2[CH:13]=1)[CH2:6][NH:7][C:23](=[O:24])[O:25][C:26]([CH3:29])([CH3:28])[CH3:27])[CH3:2]. (3) Given the reactants C[O:2][C:3](=[O:35])[CH:4]([C:31]([O:33]C)=[O:32])[CH2:5][CH2:6][CH2:7][CH2:8][CH2:9][CH2:10][CH2:11][CH2:12][CH2:13][CH2:14][CH2:15][CH2:16][CH2:17][CH2:18][CH2:19][CH2:20][CH2:21][CH2:22][CH2:23][C:24]([O:26][C:27]([CH3:30])([CH3:29])[CH3:28])=[O:25].O.[OH-].[Li+].Cl, predict the reaction product. The product is: [C:27]([O:26][C:24](=[O:25])[CH2:23][CH2:22][CH2:21][CH2:20][CH2:19][CH2:18][CH2:17][CH2:16][CH2:15][CH2:14][CH2:13][CH2:12][CH2:11][CH2:10][CH2:9][CH2:8][CH2:7][CH2:6][CH2:5][CH:4]([C:3]([OH:35])=[O:2])[C:31]([OH:33])=[O:32])([CH3:30])([CH3:28])[CH3:29].